This data is from Forward reaction prediction with 1.9M reactions from USPTO patents (1976-2016). The task is: Predict the product of the given reaction. (1) Given the reactants [F:1][C:2]([F:7])([F:6])[C:3]([OH:5])=[O:4].FC(F)(F)C(O)=O.[Cl:15][C:16]1[CH:17]=[N:18][C:19]2[NH:20][C:21]3[CH:22]=[CH:23][CH:24]=[C:25]([CH:45]=3)[CH2:26][CH2:27][C:28]3[CH:36]=[C:32]([NH:33][C:34]=1[N:35]=2)[CH:31]=[CH:30][C:29]=3[NH:37][C:38]([C@@H:40]1[CH2:44][CH2:43][NH:42][CH2:41]1)=[O:39].[N:46]([CH2:49][CH3:50])=[C:47]=[O:48], predict the reaction product. The product is: [F:1][C:2]([F:7])([F:6])[C:3]([OH:5])=[O:4].[Cl:15][C:16]1[CH:17]=[N:18][C:19]2[NH:20][C:21]3[CH:22]=[CH:23][CH:24]=[C:25]([CH:45]=3)[CH2:26][CH2:27][C:28]3[CH:36]=[C:32]([NH:33][C:34]=1[N:35]=2)[CH:31]=[CH:30][C:29]=3[NH:37][C:38]([C@@H:40]1[CH2:44][CH2:43][N:42]([C:47]([NH:46][CH2:49][CH3:50])=[O:48])[CH2:41]1)=[O:39]. (2) Given the reactants Br[C:2]1[C:10]2[C:5](=[CH:6][C:7]([F:14])=[C:8]([N+:11]([O-:13])=[O:12])[CH:9]=2)[N:4]([C:15]([C:28]2[CH:33]=[CH:32][CH:31]=[CH:30][CH:29]=2)([C:22]2[CH:27]=[CH:26][CH:25]=[CH:24][CH:23]=2)[C:16]2[CH:21]=[CH:20][CH:19]=[CH:18][CH:17]=2)[N:3]=1.[F:34][C:35]1[CH:42]=[CH:41][C:38]([CH:39]=[CH2:40])=[CH:37][CH:36]=1.C(P(C(C)(C)C)C1C=CC=CC=1C1C=CC=CC=1)(C)(C)C.C(N(CC)CC)C, predict the reaction product. The product is: [F:14][C:7]1[CH:6]=[C:5]2[C:10]([C:2](/[CH:40]=[CH:39]/[C:38]3[CH:41]=[CH:42][C:35]([F:34])=[CH:36][CH:37]=3)=[N:3][N:4]2[C:15]([C:28]2[CH:33]=[CH:32][CH:31]=[CH:30][CH:29]=2)([C:16]2[CH:21]=[CH:20][CH:19]=[CH:18][CH:17]=2)[C:22]2[CH:27]=[CH:26][CH:25]=[CH:24][CH:23]=2)=[CH:9][C:8]=1[N+:11]([O-:13])=[O:12]. (3) Given the reactants [F:1][C:2]([F:23])([F:22])[C:3]1[CH:17]=[C:16]([C:18]([F:21])([F:20])[F:19])[CH:15]=[CH:14][C:4]=1[CH2:5][N:6]1[CH2:11][CH2:10][CH:9]([CH:12]=O)[CH2:8][CH2:7]1.[OH:24][CH2:25][C:26]1([CH2:30][NH:31][C:32]2[CH2:36][S:35][C:34](=[O:37])[N:33]=2)[CH2:29][CH2:28][CH2:27]1.C([O-])(=O)C.[NH2+]1CCCCC1, predict the reaction product. The product is: [F:23][C:2]([F:1])([F:22])[C:3]1[CH:17]=[C:16]([C:18]([F:21])([F:20])[F:19])[CH:15]=[CH:14][C:4]=1[CH2:5][N:6]1[CH2:11][CH2:10][CH:9](/[CH:12]=[C:36]2/[C:32]([NH:31][CH2:30][C:26]3([CH2:25][OH:24])[CH2:29][CH2:28][CH2:27]3)=[N:33][C:34](=[O:37])[S:35]/2)[CH2:8][CH2:7]1. (4) Given the reactants C([O:8][CH2:9][CH2:10][CH2:11][CH2:12][CH2:13][CH2:14][CH2:15][CH2:16][C:17]([F:23])([F:22])[C:18]([F:21])([F:20])[F:19])C1C=CC=CC=1.CN(C)C1C=CC=CC=1.[Cl-].[Cl-].[Cl-].[Al+3].Cl, predict the reaction product. The product is: [F:22][C:17]([F:23])([C:18]([F:19])([F:20])[F:21])[CH2:16][CH2:15][CH2:14][CH2:13][CH2:12][CH2:11][CH2:10][CH2:9][OH:8].